This data is from Full USPTO retrosynthesis dataset with 1.9M reactions from patents (1976-2016). The task is: Predict the reactants needed to synthesize the given product. (1) Given the product [CH3:2][O:4][C:5]1[CH:6]=[C:7]([CH:8]=[CH:9][C:10]=1[O:11][CH3:12])[CH2:13][C:14]1[NH:16][C:26](=[O:27])[C:25]([CH:24]([NH:23][C:20](=[O:22])[CH3:21])[CH3:32])=[N:18][N:15]=1, predict the reactants needed to synthesize it. The reactants are: Cl.[CH2:2]([O:4][C:5]1[CH:6]=[C:7]([CH2:13][C:14]([NH2:16])=[NH:15])[CH:8]=[CH:9][C:10]=1[O:11][CH3:12])C.O.[NH2:18]N.[C:20]([NH:23][CH:24]([CH3:32])[C:25](=O)[C:26](OCC)=[O:27])(=[O:22])[CH3:21]. (2) Given the product [CH2:33]([O:32][C:30]([C:24]1[CH:23]=[N:22][N:21]([C:19]2[N:20]=[C:15]([C:9]3[CH:10]=[C:11]([CH3:14])[CH:12]=[CH:13][C:8]=3[O:7][CH2:6][C:5]3[CH:35]=[CH:36][C:2]([C:45]4[CH2:50][CH2:49][N:48]([C:51]([O:53][C:54]([CH3:57])([CH3:56])[CH3:55])=[O:52])[CH2:47][CH:46]=4)=[CH:3][CH:4]=3)[CH:16]=[CH:17][CH:18]=2)[C:25]=1[C:26]([F:29])([F:28])[F:27])=[O:31])[CH3:34], predict the reactants needed to synthesize it. The reactants are: Br[C:2]1[CH:36]=[CH:35][C:5]([CH2:6][O:7][C:8]2[CH:13]=[CH:12][C:11]([CH3:14])=[CH:10][C:9]=2[C:15]2[N:20]=[C:19]([N:21]3[C:25]([C:26]([F:29])([F:28])[F:27])=[C:24]([C:30]([O:32][CH2:33][CH3:34])=[O:31])[CH:23]=[N:22]3)[CH:18]=[CH:17][CH:16]=2)=[CH:4][CH:3]=1.CC1(C)C(C)(C)OB([C:45]2[CH2:46][CH2:47][N:48]([C:51]([O:53][C:54]([CH3:57])([CH3:56])[CH3:55])=[O:52])[CH2:49][CH:50]=2)O1.C(=O)([O-])[O-].[Na+].[Na+]. (3) Given the product [C:25]1([C:19]2[C:20]([CH3:24])=[CH:21][CH:22]=[CH:23][C:18]=2[C:17]([NH:16][C:6]2([C:4]([OH:5])=[O:3])[CH2:14][C:13]3[C:8](=[CH:9][CH:10]=[C:11]([F:15])[CH:12]=3)[CH2:7]2)=[O:30])[CH2:29][CH2:28][CH2:27][CH:26]=1, predict the reactants needed to synthesize it. The reactants are: C([O:3][C:4]([C:6]1([NH:16][C:17](=[O:30])[C:18]2[CH:23]=[CH:22][CH:21]=[C:20]([CH3:24])[C:19]=2[C:25]2[CH2:29][CH2:28][CH2:27][CH:26]=2)[CH2:14][C:13]2[C:8](=[CH:9][CH:10]=[C:11]([F:15])[CH:12]=2)[CH2:7]1)=[O:5])C.[OH-].[K+].O. (4) Given the product [C:16](=[O:17])([O:18][CH2:19][CH3:20])[O:13][C:6]1[CH:7]=[C:8]([CH:10]([CH3:12])[CH3:11])[CH:9]=[C:4]([CH:1]([CH3:3])[CH3:2])[C:5]=1[O:14][C:16](=[O:17])[O:18][CH2:19][CH3:20], predict the reactants needed to synthesize it. The reactants are: [CH:1]([C:4]1[CH:9]=[C:8]([CH:10]([CH3:12])[CH3:11])[CH:7]=[C:6]([OH:13])[C:5]=1[OH:14])([CH3:3])[CH3:2].Cl[C:16]([O:18][CH2:19][CH3:20])=[O:17]. (5) Given the product [Cl:16][C:17]1[CH:18]=[C:19]([CH:25]=[CH:26][C:27]=1[Cl:28])[CH2:20][N:21]1[CH2:29][CH2:3][O:1][CH:2]([CH2:4][N:5]2[C:6](=[O:15])[C:7]3[C:12](=[CH:11][CH:10]=[CH:9][CH:8]=3)[C:13]2=[O:14])[CH2:22]1, predict the reactants needed to synthesize it. The reactants are: [O:1]1[CH2:3][CH:2]1[CH2:4][N:5]1[C:13](=[O:14])[C:12]2[C:7](=[CH:8][CH:9]=[CH:10][CH:11]=2)[C:6]1=[O:15].[Cl:16][C:17]1[CH:18]=[C:19]([CH:25]=[CH:26][C:27]=1[Cl:28])[CH2:20][NH:21][CH2:22]CO.[C:29]1(P(C2C=CC=CC=2)C2C=CC=CC=2)C=CC=CC=1.N(C(OC(C)C)=O)=NC(OC(C)C)=O.Cl. (6) Given the product [Br:1][C:2]1[CH:7]=[CH:6][C:5]([CH3:8])=[CH:4][C:3]=1[S:9][CH2:10][C:11]#[CH:15], predict the reactants needed to synthesize it. The reactants are: [Br:1][C:2]1[CH:7]=[CH:6][C:5]([CH3:8])=[CH:4][C:3]=1[S:9][CH2:10][CH2:11]OC=S.[CH2:15](Br)C#C.CN(C)CCN. (7) Given the product [NH2:1][C@@H:2]([C:5]1[CH:6]=[CH:7][C:8]([S:11]([NH:14][C:15]([CH3:16])([CH3:18])[CH3:17])(=[O:13])=[O:12])=[CH:9][CH:10]=1)[CH3:3], predict the reactants needed to synthesize it. The reactants are: [NH2:1][C@@H:2]([C:5]1[CH:10]=[CH:9][C:8]([S:11]([NH:14][C:15]([CH3:18])([CH3:17])[CH3:16])(=[O:13])=[O:12])=[CH:7][CH:6]=1)[CH2:3]C.C1([C@H](N)C)C=CC=CC=1. (8) Given the product [CH2:1]([O:3][C:4]1[C:13]([O:14][CH3:15])=[CH:12][C:11]2[C:10]([C:16]3[CH:17]=[CH:18][C:19]([C:20]([N:57]4[CH2:58][CH2:59][CH:54]([N:40]5[C:41](=[O:53])[C:42]6[S:46][C:45]([C:47]7[CH:48]=[CH:49][CH:50]=[CH:51][CH:52]=7)=[CH:44][C:43]=6[N:38]([CH2:37][C:34]6[O:33][C:32]([CH2:30][CH3:31])=[N:36][CH:35]=6)[C:39]5=[O:60])[CH2:55][CH2:56]4)=[O:22])=[CH:23][CH:24]=3)=[N:9][C@@H:8]3[CH2:25][CH2:26][S:27][CH2:28][C@@H:7]3[C:6]=2[CH:5]=1)[CH3:2], predict the reactants needed to synthesize it. The reactants are: [CH2:1]([O:3][C:4]1[C:13]([O:14][CH3:15])=[CH:12][C:11]2[C:10]([C:16]3[CH:24]=[CH:23][C:19]([C:20]([OH:22])=O)=[CH:18][CH:17]=3)=[N:9][C@@H:8]3[CH2:25][CH2:26][S:27][CH2:28][C@@H:7]3[C:6]=2[CH:5]=1)[CH3:2].Cl.[CH2:30]([C:32]1[O:33][C:34]([CH2:37][N:38]2[C:43]3[CH:44]=[C:45]([C:47]4[CH:52]=[CH:51][CH:50]=[CH:49][CH:48]=4)[S:46][C:42]=3[C:41](=[O:53])[N:40]([CH:54]3[CH2:59][CH2:58][NH:57][CH2:56][CH2:55]3)[C:39]2=[O:60])=[CH:35][N:36]=1)[CH3:31].CN(C(ON1N=NC2C=CC=CC1=2)=[N+](C)C)C.F[P-](F)(F)(F)(F)F.CCN(C(C)C)C(C)C. (9) Given the product [C:13]([C:15]1[CH:16]=[C:17]([C:25]2[O:29][N:28]=[C:27]([C:30]3[CH:44]=[CH:43][C:33]4[CH2:34][CH2:35][N:36]([CH2:39][C:40]([NH:1][C@@H:2]([CH3:3])[CH2:4][OH:5])=[O:41])[CH2:37][CH2:38][C:32]=4[C:31]=3[CH3:45])[N:26]=2)[CH:18]=[CH:19][C:20]=1[O:21][CH:22]([CH3:24])[CH3:23])#[N:14], predict the reactants needed to synthesize it. The reactants are: [NH2:1][C@H:2]([CH2:4][OH:5])[CH3:3].FC(F)(F)C(O)=O.[C:13]([C:15]1[CH:16]=[C:17]([C:25]2[O:29][N:28]=[C:27]([C:30]3[CH:44]=[CH:43][C:33]4[CH2:34][CH2:35][N:36]([CH2:39][C:40](O)=[O:41])[CH2:37][CH2:38][C:32]=4[C:31]=3[CH3:45])[N:26]=2)[CH:18]=[CH:19][C:20]=1[O:21][CH:22]([CH3:24])[CH3:23])#[N:14].CCN(C(C)C)C(C)C.CN(C(ON1N=NC2C=CC=NC1=2)=[N+](C)C)C.F[P-](F)(F)(F)(F)F. (10) The reactants are: [Si:1]([O:8][C:9]1[C:17]2[N:16]=[C:15]([CH:18]([F:20])[F:19])[NH:14][C:13]=2[CH:12]=[CH:11][CH:10]=1)([C:4]([CH3:7])([CH3:6])[CH3:5])([CH3:3])[CH3:2].[Cl:21][C:22]1[N:27]=[C:26](Cl)[N:25]=[C:24]([N:29]2[CH2:34][CH2:33][O:32][CH2:31][CH2:30]2)[N:23]=1. Given the product [Si:1]([O:8][C:9]1[C:17]2[N:16]=[C:15]([CH:18]([F:19])[F:20])[N:14]([C:26]3[N:27]=[C:22]([Cl:21])[N:23]=[C:24]([N:29]4[CH2:30][CH2:31][O:32][CH2:33][CH2:34]4)[N:25]=3)[C:13]=2[CH:12]=[CH:11][CH:10]=1)([C:4]([CH3:7])([CH3:5])[CH3:6])([CH3:3])[CH3:2], predict the reactants needed to synthesize it.